Dataset: Catalyst prediction with 721,799 reactions and 888 catalyst types from USPTO. Task: Predict which catalyst facilitates the given reaction. (1) Reactant: [OH:1][C:2]1[CH:3]=[C:4]([C:15]([O:17][C:18]([CH3:21])([CH3:20])[CH3:19])=[O:16])[CH:5]=[C:6]([CH:14]=1)[C:7]([O:9][C:10]([CH3:13])([CH3:12])[CH3:11])=[O:8].Br[CH2:23][CH2:24][CH2:25][CH2:26][CH2:27][CH2:28][CH2:29][CH2:30][CH2:31][CH2:32][C:33]([O:35][CH2:36][C:37]1[CH:42]=[CH:41][CH:40]=[CH:39][C:38]=1[N+:43]([O-:45])=[O:44])=[O:34].C(=O)([O-])[O-].[K+].[K+]. Product: [N+:43]([C:38]1[CH:39]=[CH:40][CH:41]=[CH:42][C:37]=1[CH2:36][O:35][C:33](=[O:34])[CH2:32][CH2:31][CH2:30][CH2:29][CH2:28][CH2:27][CH2:26][CH2:25][CH2:24][CH2:23][O:1][C:2]1[CH:14]=[C:6]([C:7]([O:9][C:10]([CH3:12])([CH3:13])[CH3:11])=[O:8])[CH:5]=[C:4]([CH:3]=1)[C:15]([O:17][C:18]([CH3:21])([CH3:20])[CH3:19])=[O:16])([O-:45])=[O:44]. The catalyst class is: 21. (2) Reactant: C([O:3][C:4]([CH2:6][C:7]1[CH:8]=[C:9]([NH:13]/[C:14](=[C:21]2\[C:22](=[O:30])[NH:23][C:24]3[C:29]\2=[CH:28][CH:27]=[CH:26][CH:25]=3)/[C:15]2[CH:20]=[CH:19][CH:18]=[CH:17][CH:16]=2)[CH:10]=[CH:11][CH:12]=1)=[O:5])C. Product: [C:4]([CH2:6][C:7]1[CH:8]=[C:9]([NH:13]/[C:14](=[C:21]2\[C:22](=[O:30])[NH:23][C:24]3[C:29]\2=[CH:28][CH:27]=[CH:26][CH:25]=3)/[C:15]2[CH:20]=[CH:19][CH:18]=[CH:17][CH:16]=2)[CH:10]=[CH:11][CH:12]=1)([OH:5])=[O:3]. The catalyst class is: 74. (3) Reactant: [NH2:1][C:2]1[CH:3]=[N:4][CH:5]=[CH:6][C:7]=1[N:8]1[CH2:13][C@H:12]([C:14]([F:17])([F:16])[F:15])[CH2:11][C@H:10]([NH:18][C:19](=[O:25])[O:20][C:21]([CH3:24])([CH3:23])[CH3:22])[CH2:9]1.[C:26]([O:30][C:31]([NH:33][C:34]1[O:42][C:41]2[C:36](=[N:37][CH:38]=[C:39]([CH3:43])[CH:40]=2)[C:35]=1[C:44](O)=[O:45])=[O:32])([CH3:29])([CH3:28])[CH3:27].CCN(C(C)C)C(C)C.CN(C(ON1N=NC2C=CC=NC1=2)=[N+](C)C)C.F[P-](F)(F)(F)(F)F. Product: [C:26]([O:30][C:31]([NH:33][C:34]1[O:42][C:41]2[C:36](=[N:37][CH:38]=[C:39]([CH3:43])[CH:40]=2)[C:35]=1[C:44]([NH:1][C:2]1[CH:3]=[N:4][CH:5]=[CH:6][C:7]=1[N:8]1[CH2:13][C@H:12]([C:14]([F:16])([F:15])[F:17])[CH2:11][C@H:10]([NH:18][C:19](=[O:25])[O:20][C:21]([CH3:22])([CH3:24])[CH3:23])[CH2:9]1)=[O:45])=[O:32])([CH3:29])([CH3:27])[CH3:28]. The catalyst class is: 26. (4) Reactant: [S:1](Cl)([C:4]1[CH:10]=[CH:9][C:7]([CH3:8])=[CH:6][CH:5]=1)(=[O:3])=[O:2].CN(C1C=CC=CN=1)C.[OH:21][CH2:22][CH2:23][O:24][CH2:25][CH2:26][O:27][C:28]1[CH:33]=[CH:32][C:31]([C@H:34]2[CH2:51][C@@:49]3([CH3:50])[C@@H:45]([CH2:46][CH2:47][C:48]3=[O:52])[C@H:44]3[C:35]2=[C:36]2[C:41]([CH2:42][CH2:43]3)=[CH:40][C:39](=[O:53])[CH2:38][CH2:37]2)=[CH:30][CH:29]=1. Product: [CH3:8][C:7]1[CH:9]=[CH:10][C:4]([S:1]([O:21][CH2:22][CH2:23][O:24][CH2:25][CH2:26][O:27][C:28]2[CH:33]=[CH:32][C:31]([C@H:34]3[CH2:51][C@@:49]4([CH3:50])[C@@H:45]([CH2:46][CH2:47][C:48]4=[O:52])[C@H:44]4[C:35]3=[C:36]3[C:41]([CH2:42][CH2:43]4)=[CH:40][C:39](=[O:53])[CH2:38][CH2:37]3)=[CH:30][CH:29]=2)(=[O:3])=[O:2])=[CH:5][CH:6]=1. The catalyst class is: 17.